Regression. Given a peptide amino acid sequence and an MHC pseudo amino acid sequence, predict their binding affinity value. This is MHC class I binding data. From a dataset of Peptide-MHC class I binding affinity with 185,985 pairs from IEDB/IMGT. (1) The peptide sequence is KFYGPFVDR. The MHC is Mamu-A2201 with pseudo-sequence Mamu-A2201. The binding affinity (normalized) is 0.0917. (2) The peptide sequence is IMDNSAKYV. The MHC is HLA-A02:03 with pseudo-sequence HLA-A02:03. The binding affinity (normalized) is 0.412.